This data is from Full USPTO retrosynthesis dataset with 1.9M reactions from patents (1976-2016). The task is: Predict the reactants needed to synthesize the given product. (1) Given the product [ClH:17].[C:3]([C:5]1[C:6]([CH:16]2[CH2:30][CH2:21][CH2:18]2)=[CH:7][C:8]([CH3:15])=[C:9]([CH:14]=1)[C:10]([O:12][CH3:13])=[O:11])(=[NH:2])[NH2:4], predict the reactants needed to synthesize it. The reactants are: O[N:2]=[C:3]([C:5]1[C:6]([CH3:16])=[CH:7][C:8]([CH3:15])=[C:9]([CH:14]=1)[C:10]([O:12][CH3:13])=[O:11])[NH2:4].[ClH:17].[C:18]([C:21]1C(C)=CC(C)=C([CH:30]=1)C(OC)=O)(=N)N.C(C1C(C2CCC2)=CC(C)=C(C=1)C(OC)=O)#N.C(C1C(C)=CC(C)=C(C=1)C(OC)=O)#N. (2) Given the product [NH2:1][C:2]1[N:6]([CH3:7])[C:5](=[O:8])[C:4]([C:16]2[CH:21]=[CH:20][C:19]([F:22])=[C:18]([C:25]3[CH:26]=[N:27][CH:28]=[N:29][CH:30]=3)[CH:17]=2)([C:9]2[CH:14]=[CH:13][C:12]([OH:15])=[CH:11][CH:10]=2)[N:3]=1, predict the reactants needed to synthesize it. The reactants are: [NH2:1][C:2]1[N:6]([CH3:7])[C:5](=[O:8])[C:4]([C:16]2[CH:21]=[CH:20][C:19]([F:22])=[C:18](Br)[CH:17]=2)([C:9]2[CH:14]=[CH:13][C:12]([OH:15])=[CH:11][CH:10]=2)[N:3]=1.Br[C:25]1[CH:26]=[N:27][CH:28]=[N:29][CH:30]=1. (3) Given the product [Br:17][C:9]1[S:8][C:6]2[N:7]=[C:2]([Cl:1])[N:3]=[CH:4][C:5]=2[C:10]=1[C:11]1[CH:16]=[CH:15][CH:14]=[CH:13][CH:12]=1, predict the reactants needed to synthesize it. The reactants are: [Cl:1][C:2]1[N:3]=[CH:4][C:5]2[C:10]([C:11]3[CH:16]=[CH:15][CH:14]=[CH:13][CH:12]=3)=[CH:9][S:8][C:6]=2[N:7]=1.[Br:17]Br.O=C1O[C@H]([C@H](CO)O)C(O)=C1O. (4) Given the product [Cl:35][C:29]1[CH:30]=[C:31]([Cl:34])[CH:32]=[CH:33][C:28]=1[C:26]1[N:27]=[C:23](/[CH:22]=[CH:21]/[C:18]2[CH:17]=[CH:16][C:15]([C:12]3[CH:13]=[CH:14][C:9]([O:8][CH2:1][C:2]4[CH:3]=[CH:4][C:5]([C:52]([OH:54])=[O:53])=[CH:6][CH:7]=4)=[C:10]([F:38])[CH:11]=3)=[CH:20][CH:19]=2)[N:24]([CH2:36][CH3:37])[CH:25]=1, predict the reactants needed to synthesize it. The reactants are: [CH2:1]([O:8][C:9]1[CH:14]=[CH:13][C:12]([C:15]2[CH:20]=[CH:19][C:18](/[CH:21]=[CH:22]/[C:23]3[N:24]([CH2:36][CH3:37])[CH:25]=[C:26]([C:28]4[CH:33]=[CH:32][C:31]([Cl:34])=[CH:30][C:29]=4[Cl:35])[N:27]=3)=[CH:17][CH:16]=2)=[CH:11][C:10]=1[F:38])[C:2]1[CH:7]=[CH:6][CH:5]=[CH:4][CH:3]=1.C1(O)C=CC=CC=1.BrCC1C=CC([C:52]([O:54]C)=[O:53])=CC=1. (5) Given the product [CH3:1][S:2]([C:5]1[C:14]([CH2:15][OH:16])=[CH:13][C:12]2[C:7](=[CH:8][CH:9]=[C:10]([CH3:17])[CH:11]=2)[N:6]=1)(=[O:4])=[O:3], predict the reactants needed to synthesize it. The reactants are: [CH3:1][S:2]([C:5]1[C:14]([CH:15]=[O:16])=[CH:13][C:12]2[C:7](=[CH:8][CH:9]=[C:10]([CH3:17])[CH:11]=2)[N:6]=1)(=[O:4])=[O:3].[BH4-].[Na+]. (6) Given the product [C:1]([C:3]1[C:4]([C:25]2[CH:30]=[CH:29][C:28]([O:31][C:32]3[CH:33]=[CH:34][C:35]([F:38])=[CH:36][CH:37]=3)=[CH:27][CH:26]=2)=[N:5][N:6]2[CH:11]([C:12]3[CH:17]=[CH:16][CH:15]=[CH:14][C:13]=3[N:18]([CH3:39])[C:19](=[O:24])[C:20]([F:21])([F:23])[F:22])[CH2:10][CH2:9][NH:8][C:7]=12)#[N:2], predict the reactants needed to synthesize it. The reactants are: [C:1]([C:3]1[C:4]([C:25]2[CH:30]=[CH:29][C:28]([O:31][C:32]3[CH:37]=[CH:36][C:35]([F:38])=[CH:34][CH:33]=3)=[CH:27][CH:26]=2)=[N:5][N:6]2[CH:11]([C:12]3[CH:17]=[CH:16][CH:15]=[CH:14][C:13]=3[NH:18][C:19](=[O:24])[C:20]([F:23])([F:22])[F:21])[CH2:10][CH2:9][NH:8][C:7]=12)#[N:2].[C:39]([O-])([O-])=O.[K+].[K+].